This data is from Full USPTO retrosynthesis dataset with 1.9M reactions from patents (1976-2016). The task is: Predict the reactants needed to synthesize the given product. (1) Given the product [Cl:1][C:2]1[CH:7]=[CH:6][C:5]([C:8]2[CH:9]=[C:10]3[CH:25]([N:26]4[CH:33]=[N:30][NH:29][C:27]4=[O:28])[CH2:24][C:23]([CH3:32])([CH3:31])[O:22][C:11]3=[N:12][C:13]=2[C:14]2[CH:19]=[CH:18][C:17]([Cl:20])=[CH:16][C:15]=2[Cl:21])=[CH:4][CH:3]=1, predict the reactants needed to synthesize it. The reactants are: [Cl:1][C:2]1[CH:7]=[CH:6][C:5]([C:8]2[CH:9]=[C:10]3[CH:25]([NH:26][C:27]([NH:29][NH2:30])=[O:28])[CH2:24][C:23]([CH3:32])([CH3:31])[O:22][C:11]3=[N:12][C:13]=2[C:14]2[CH:19]=[CH:18][C:17]([Cl:20])=[CH:16][C:15]=2[Cl:21])=[CH:4][CH:3]=1.[C:33](O)(=O)C.C(N)=N.CC(O)=O. (2) Given the product [CH:1]([O:4][C:5]([N:7]1[CH2:12][CH2:11][CH:10]([CH:13]([CH3:16])[CH2:14][O:15][S:25]([CH3:24])(=[O:27])=[O:26])[CH2:9][CH2:8]1)=[O:6])([CH3:3])[CH3:2], predict the reactants needed to synthesize it. The reactants are: [CH:1]([O:4][C:5]([N:7]1[CH2:12][CH2:11][CH:10]([CH:13]([CH3:16])[CH2:14][OH:15])[CH2:9][CH2:8]1)=[O:6])([CH3:3])[CH3:2].C(N(CC)CC)C.[CH3:24][S:25](Cl)(=[O:27])=[O:26]. (3) Given the product [CH:1](=[C:8]1[CH2:17][CH2:16][C:11](=[O:12])[CH2:10][CH2:9]1)[C:2]1[CH:7]=[CH:6][CH:5]=[CH:4][CH:3]=1, predict the reactants needed to synthesize it. The reactants are: [CH:1](=[C:8]1[CH2:17][CH2:16][C:11]2(OCC[O:12]2)[CH2:10][CH2:9]1)[C:2]1[CH:7]=[CH:6][CH:5]=[CH:4][CH:3]=1. (4) Given the product [C:29]1([S:35]([OH:38])(=[O:37])=[O:36])[CH:34]=[CH:33][CH:32]=[CH:31][CH:30]=1.[O:1]=[C:2]([N:16]1[CH2:21][CH2:20][N:19]2[C:22]([C:25]([F:28])([F:27])[F:26])=[N:23][N:24]=[C:18]2[CH2:17]1)[CH2:3][C@H:4]([NH2:15])[CH2:5][C:6]1[CH:11]=[C:10]([F:12])[C:9]([F:13])=[CH:8][C:7]=1[F:14], predict the reactants needed to synthesize it. The reactants are: [O:1]=[C:2]([N:16]1[CH2:21][CH2:20][N:19]2[C:22]([C:25]([F:28])([F:27])[F:26])=[N:23][N:24]=[C:18]2[CH2:17]1)[CH2:3][C@H:4]([NH2:15])[CH2:5][C:6]1[CH:11]=[C:10]([F:12])[C:9]([F:13])=[CH:8][C:7]=1[F:14].[C:29]1([S:35]([OH:38])(=[O:37])=[O:36])[CH:34]=[CH:33][CH:32]=[CH:31][CH:30]=1. (5) Given the product [C:3]([O:22][CH2:23][CH:24]([O:27][CH2:29][C:30]([O:32][C:33]([CH3:36])([CH3:35])[CH3:34])=[O:31])[CH:25]=[CH2:26])([C:10]1[CH:15]=[CH:14][CH:13]=[CH:12][CH:11]=1)([C:16]1[CH:17]=[CH:18][CH:19]=[CH:20][CH:21]=1)[C:4]1[CH:9]=[CH:8][CH:7]=[CH:6][CH:5]=1, predict the reactants needed to synthesize it. The reactants are: [OH-].[Na+].[C:3]([O:22][CH2:23][CH:24]([OH:27])[CH:25]=[CH2:26])([C:16]1[CH:21]=[CH:20][CH:19]=[CH:18][CH:17]=1)([C:10]1[CH:15]=[CH:14][CH:13]=[CH:12][CH:11]=1)[C:4]1[CH:9]=[CH:8][CH:7]=[CH:6][CH:5]=1.Br[CH2:29][C:30]([O:32][C:33]([CH3:36])([CH3:35])[CH3:34])=[O:31].O. (6) Given the product [CH2:16]([N:27]([CH3:25])[C:6]1[CH:5]=[C:4]([CH2:9][O:10][CH2:11][C:12]([F:15])([F:14])[F:13])[N:3]=[C:2]([Cl:1])[N:7]=1)[C:17]1[CH:18]=[CH:19][CH:20]=[CH:21][CH:22]=1, predict the reactants needed to synthesize it. The reactants are: [Cl:1][C:2]1[N:7]=[C:6](Cl)[CH:5]=[C:4]([CH2:9][O:10][CH2:11][C:12]([F:15])([F:14])[F:13])[N:3]=1.[CH2:16](CN)[C:17]1[CH:22]=[CH:21][CH:20]=[CH:19][CH:18]=1.[C:25](#[N:27])C. (7) Given the product [Br:1][C:2]1[CH:3]=[CH:4][C:5]([S:8][C:9]2[N:14]=[C:13]([CH3:15])[C:12]([CH:16]=[O:17])=[CH:11][CH:10]=2)=[CH:6][C:7]=1[CH3:20], predict the reactants needed to synthesize it. The reactants are: [Br:1][C:2]1[CH:7]=[CH:6][C:5]([S:8][C:9]2[N:14]=[C:13]([CH3:15])[C:12]([CH:16]=[O:17])=[CH:11][CH:10]=2)=[C:4](C)[CH:3]=1.Br[C:20]1C=CC(N)=CC=1C.ClC1N=C(C)C(C=O)=CC=1.C([O-])([O-])=O.[K+].[K+].